Dataset: Experimentally validated miRNA-target interactions with 360,000+ pairs, plus equal number of negative samples. Task: Binary Classification. Given a miRNA mature sequence and a target amino acid sequence, predict their likelihood of interaction. (1) The miRNA is hsa-miR-3605-3p with sequence CCUCCGUGUUACCUGUCCUCUAG. The protein sequence of the target gene is MSIEIPAGLTELLQGFTVEVLRHQPADLLEFALQHFTRLQQENERKGTARFGHEGRTWGDLGAAAGGGTPSKGVNFAEEPMQSDSEDGEEEEAAPADAGAFNAPVINRFTRRASVCAEAYNPDEEEDDAESRIIHPKTDDQRNRLQEACKDILLFKNLDPEQMSQVLDAMFEKLVKDGEHVIDQGDDGDNFYVIDRGTFDIYVKCDGVGRCVGNYDNRGSFGELALMYNTPRAATITATSPGALWGLDRVTFRRIIVKNNAKKRKMYESFIESLPFLKSLEFSERLKVVDVIGTKVYNDG.... Result: 0 (no interaction). (2) The miRNA is hsa-miR-548s with sequence AUGGCCAAAACUGCAGUUAUUUU. The protein sequence of the target gene is MWMFSWLCAILIILAIAGMNTIAKTTPHTKFTKKSEEREMPKGLKPSSGPPPEEEETLFTEMAEMAEPITKPSALDSVFGTATLSPFENFTLDPADFFLNCCDCCSPVPGQKGEPGETGQPGPKGEAGNLGIPGPPGVVGPQGPRGYKGEKGLKGERGDQGVPGYPGKPGAQGEPGPKGDKGNIGLGGVKGQKGSKGDTCGNCTKGEKGDQGAMGSPGLHGGPGAKGEKGEMGEKGEMGDKGCCGDSGERGGKGQKGEGGMKGEKGSKGDSGMEGKSGRNGLPGAKGDPGIKGEKGELGP.... Result: 0 (no interaction). (3) The miRNA is hsa-miR-298 with sequence AGCAGAAGCAGGGAGGUUCUCCCA. The protein sequence of the target gene is MAQWNQLQQLDTRYLEQLHQLYSDSFPMELRQFLAPWIESQDWAYAASKESHATLVFHNLLGEIDQQYSRFLQESNVLYQHNLRRIKQFLQSRYLEKPMEIARIVARCLWEESRLLQTAATAAQQGGQANHPTAAVVTEKQQMLEQHLQDVRKRVQDLEQKMKVVENLQDDFDFNYKTLKSQGDMQDLNGNNQSVTRQKMQQLEQMLTALDQMRRSIVSELAGLLSAMEYVQKTLTDEELADWKRRQQIACIGGPPNICLDRLENWITSLAESQLQTRQQIKKLEELQQKVSYKGDPIVQ.... Result: 0 (no interaction). (4) The miRNA is hsa-miR-302d-5p with sequence ACUUUAACAUGGAGGCACUUGC. The protein sequence of the target gene is MHTVEDMLVEKNYSKCPLKKRPVNYQFEAPQNHSNTPNEPQDLCVKKMEILEENPSEELINVSDCCEDEGVDVDHTDDEHIEEEDEDVDVDVDSDPNQTQAAALAAAAAVAAAAAASVVVPTPTYPKYPWNNFHMSPYTAEFYRTINQQGHQILPLRGDLIAPSSPSDSLGSLSPPPHHYLHGRASSVSPPMRSEIIHRPIGVRQHRFLPYPQMPGYPSLGGYTHTHHHHAPISPAYSENSYYSMRSMTPESSCSSSLPEDLSLKHKNLNLNLNTSQPGEQAAAKTGDMSPETMPNASAK.... Result: 0 (no interaction). (5) The protein sequence of the target gene is MGAGGRRMRGAPARLLLPLLPWLLLLLAPEARGAPGCPLSIRSCKCSGERPKGLSGGVPGPARRRVVCSGGDLPEPPEPGLLPNGTVTLLLSNNKITGLRNGSFLGLSLLEKLDLRNNIISTVQPGAFLGLGELKRLDLSNNRIGCLTSETFQGLPRLLRLNISGNIFSSLQPGVFDELPALKVVDLGTEFLTCDCHLRWLLPWAQNRSLQLSEHTLCAYPSALHAQALGSLQEAQLCCEGALELHTHHLIPSLRQVVFQGDRLPFQCSASYLGNDTRIRWYHNRAPVEGDEQAGILLAE.... The miRNA is hsa-miR-4788 with sequence UUACGGACCAGCUAAGGGAGGC. Result: 0 (no interaction). (6) Result: 0 (no interaction). The protein sequence of the target gene is MPAMRGLLAPQNTFLDTIATRFDGTHSNFVLGNAQVAGLFPVVYCSDGFCDLTGFSRAEVMQRGCACSFLYGPDTSELVRQQIRKALDEHKEFKAELILYRKSGLPFWCLLDVIPIKNEKGEVALFLVSHKDISETKNRGGPDRWKETGGGRRRYGRARSKGFNANRRRSRAVLYHLSGHLQKQPKGKHKLNKGVFGEKPNLPEYKVAAIRKSPFILLHCGALRATWDGFILLATLYVAVTVPYSVCVSTAREPSAARGPPSVCDLAVEVLFILDIVLNFRTTFVSKSGQVVFAPKSICL.... The miRNA is hsa-miR-211-3p with sequence GCAGGGACAGCAAAGGGGUGC. (7) The miRNA is hsa-miR-101-3p with sequence UACAGUACUGUGAUAACUGAA. The protein sequence of the target gene is MAVRGANTLTSFSIQAILNKKEERGGLAAPEGRPAPGGTAASVAAAPAVCCWRLFGERDAGALGGAEDSLLASPAGTRTAAGRTAESPEGWDSDSALSEENESRRRCADARGASGAGLAGGSLSLGQPVCELAASKDLEEEAAGRSDSEMSASVSGDRSPRTEDDGVGPRGAHVSALCSGAGGGGGSGPAGVAEEEEEPAAPKPRKKRSRAAFSHAQVFELERRFNHQRYLSGPERADLAASLKLTETQVKIWFQNRRYKTKRRQMAADLLASAPAAKKVAVKVLVRDDQRQYLPGEVLR.... Result: 1 (interaction). (8) The miRNA is mmu-miR-23b-3p with sequence AUCACAUUGCCAGGGAUUACC. The protein sequence of the target gene is MNGTLDHPDQPDLDAIKMFVGQVPRTWSEKDLRELFEQYGAVYEINILRDRSQNPPQSKGCCFVTFYTRKAALEAQNALHNMKVLPGMHHPIQMKPADSEKNNAVEDRKLFIGMISKKCTENDIRVMFSSFGQIEECRILRGPDGLSRGCAFVTFTTRTMAQTAIKAMHQAQTMEGCSSPMVVKFADTQKDKEQKRMAQQLQQQMQQISAASVWGNLAGLNTLGPQYLALYLQLLQQTASSGNLNTLSSLHPMGGLNAMQLQNLAALAAAASAAQNTPSGTNALTTSSSPLSVLTSSGSS.... Result: 1 (interaction). (9) The miRNA is hsa-miR-5701 with sequence UUAUUGUCACGUUCUGAUU. The protein sequence of the target gene is MLGSSVKSVQPEVELSGGSGSGGDEGADESRGASRKAAAADGRGMLPKRAKAAGGSGSMAKASAAELKVFKSGSVDSRVPGGLPTSNLRKQKSLTNLSFLTDSEKKLQLYEPEWSDDMAKAPKGLGKLGPKGRETPLMSKTLSKSEHSLFQPKGGSTGGAKTPLAPLAPSLGKPSRIPRGPYAEVKPLSKAPEAAVSDDGKSDDELLSSKAKAQKGSGTVPSAKGQEERAFLKVDPELVVTVLGDLEQLLFSQMLDPESQRKRTVQNVLDLRQNLEETMSSLRGSQVTHSSLEMPCYDSD.... Result: 0 (no interaction). (10) The miRNA is hsa-miR-4324 with sequence CCCUGAGACCCUAACCUUAA. The protein sequence of the target gene is MSAHNRGTELDLSWISKIQVNHPAVLRRAEQIQARRTVKKEWQAAWLLKAVTFIDLTTLSGDDTSSNIQRLCYKAKYPIREDLLKALNMHDKGITTAAVCVYPARVCDAVKALKAAGCNIPVASVAAGFPAGQTHLKTRLEEIRLAVEDGATEIDVVINRSLVLTGQWEALYDEIRQFRKACGEAHLKTILATGELGTLTNVYKASMIAMMAGSDFIKTSTGKETVNATFPVAIVMLRAIRDFFWKTGNKIGFKPAGGIRSAKDSLAWLSLVKEELGDEWLKPELFRIGASTLLSDIERQ.... Result: 0 (no interaction).